This data is from Forward reaction prediction with 1.9M reactions from USPTO patents (1976-2016). The task is: Predict the product of the given reaction. (1) Given the reactants O[CH2:2][CH2:3][N:4]1[C:13]2[CH:12]=[CH:11][C:10]([CH3:14])=[CH:9][C:8]=2[C:7](=[O:15])[C:6]2[N:16]([CH3:19])[N:17]=[CH:18][C:5]1=2.S(Cl)([Cl:22])=O, predict the reaction product. The product is: [Cl:22][CH2:2][CH2:3][N:4]1[C:13]2[CH:12]=[CH:11][C:10]([CH3:14])=[CH:9][C:8]=2[C:7](=[O:15])[C:6]2[N:16]([CH3:19])[N:17]=[CH:18][C:5]1=2. (2) Given the reactants C(=O)([O-])[O-].[K+].[K+].[NH:7]1[C:12]2([CH2:17][CH2:16][C:15](=[O:18])[CH2:14][CH2:13]2)[C:11](=[O:19])[NH:10][CH2:9][CH2:8]1.[C:20]([O:24][C:25](O[C:25]([O:24][C:20]([CH3:23])([CH3:22])[CH3:21])=[O:26])=[O:26])([CH3:23])([CH3:22])[CH3:21], predict the reaction product. The product is: [O:19]=[C:11]1[C:12]2([CH2:13][CH2:14][C:15](=[O:18])[CH2:16][CH2:17]2)[NH:7][CH2:8][CH2:9][N:10]1[C:25]([O:24][C:20]([CH3:23])([CH3:22])[CH3:21])=[O:26].